From a dataset of Reaction yield outcomes from USPTO patents with 853,638 reactions. Predict the reaction yield, written as a fraction of the theoretical maximum amount of product (1.0 means a 100% yield; for example, 0.34 means a 34% yield). (1) The reactants are [CH:1]1(B(O)O)[CH2:3][CH2:2]1.[O-]P([O-])([O-])=O.[K+].[K+].[K+].Br[C:16]1[C:21]([O:22][CH:23]([F:25])[F:24])=[CH:20][CH:19]=[CH:18][N:17]=1.C1(P(C2CCCCC2)C2CCCCC2)CCCCC1. The catalyst is C([O-])(=O)C.[Pd+2].C([O-])(=O)C. The product is [CH:1]1([C:16]2[C:21]([O:22][CH:23]([F:25])[F:24])=[CH:20][CH:19]=[CH:18][N:17]=2)[CH2:3][CH2:2]1. The yield is 0.580. (2) The reactants are [Br:1][C:2]1[CH:14]=[CH:13][C:12]2[C:11]3[C:6](=[CH:7][CH:8]=[CH:9][CH:10]=3)[CH2:5][C:4]=2[CH:3]=1.[OH-].[K+].[CH2:17]([CH:19]([CH2:22][CH2:23][CH2:24][CH3:25])[CH2:20]Br)[CH3:18].[Cl-].[Na+]. The catalyst is [Br-].C([N+](CCCC)(CCCC)CCCC)CCC.CS(C)=O.CCCCCC. The product is [Br:1][C:2]1[CH:14]=[CH:13][C:12]2[C:11]3[C:6](=[CH:7][CH:8]=[CH:9][CH:10]=3)[C:5]([CH2:5][CH:4]([CH2:12][CH3:11])[CH2:3][CH2:2][CH2:14][CH3:13])([CH2:20][CH:19]([CH2:17][CH3:18])[CH2:22][CH2:23][CH2:24][CH3:25])[C:4]=2[CH:3]=1. The yield is 0.790. (3) The reactants are [C:1]1([S:7]([N:10]2[CH:14]=[CH:13][CH:12]=[CH:11]2)(=[O:9])=[O:8])[CH:6]=[CH:5][CH:4]=[CH:3][CH:2]=1.[C:15]1([CH3:24])[CH:20]=[CH:19][C:18]([C:21](Cl)=[O:22])=[CH:17][CH:16]=1. The catalyst is ClCCl. The product is [CH3:24][C:15]1[CH:20]=[CH:19][C:18]([C:21]([C:14]2[N:10]([S:7]([C:1]3[CH:2]=[CH:3][CH:4]=[CH:5][CH:6]=3)(=[O:9])=[O:8])[CH:11]=[CH:12][CH:13]=2)=[O:22])=[CH:17][CH:16]=1. The yield is 0.710. (4) The reactants are [NH:1]1[CH2:6][CH2:5][CH2:4][CH2:3][CH2:2]1.[CH3:7][O:8][C:9]1[CH:16]=[CH:15][CH:14]=[CH:13][C:10]=1[CH:11]=O.C([Cl:20])(=O)C. No catalyst specified. The product is [Cl-:20].[CH3:7][O:8][C:9]1[CH:16]=[CH:15][CH:14]=[CH:13][C:10]=1[CH:11]=[N+:1]1[CH2:6][CH2:5][CH2:4][CH2:3][CH2:2]1. The yield is 0.620. (5) The reactants are [I-].[C:2]([CH2:5][C:6]1[CH:7]=[C:8]([S+:14]2[C:18]3[CH:19]=[CH:20][CH:21]=[CH:22][C:17]=3[C:16]3[CH:23]=[CH:24][CH:25]=[CH:26][C:15]2=3)[CH:9]=[CH:10][C:11]=1[O:12][CH3:13])([OH:4])=[O:3].[Cl:27][CH2:28][C:29]([O:31][C:32]1([CH3:42])[CH:39]2[CH2:40][CH:35]3[CH2:36][CH:37]([CH2:41][CH:33]1[CH2:34]3)[CH2:38]2)=[O:30].C(=O)([O-])[O-].[Cs+].[Cs+]. The catalyst is CN(C=O)C.O. The product is [Cl-:27].[CH3:13][O:12][C:11]1[CH:10]=[CH:9][C:8]([S+:14]2[C:15]3[CH:26]=[CH:25][CH:24]=[CH:23][C:16]=3[C:17]3[CH:22]=[CH:21][CH:20]=[CH:19][C:18]2=3)=[CH:7][C:6]=1[CH2:5][C:2]([O:4][CH2:28][C:29]([O:31][C:32]1([CH3:42])[CH:39]2[CH2:40][CH:35]3[CH2:36][CH:37]([CH2:41][CH:33]1[CH2:34]3)[CH2:38]2)=[O:30])=[O:3]. The yield is 0.990.